From a dataset of NCI-60 drug combinations with 297,098 pairs across 59 cell lines. Regression. Given two drug SMILES strings and cell line genomic features, predict the synergy score measuring deviation from expected non-interaction effect. (1) Drug 1: CC1=C(C=C(C=C1)NC2=NC=CC(=N2)N(C)C3=CC4=NN(C(=C4C=C3)C)C)S(=O)(=O)N.Cl. Drug 2: C1C(C(OC1N2C=NC3=C2NC=NCC3O)CO)O. Cell line: K-562. Synergy scores: CSS=18.6, Synergy_ZIP=-2.50, Synergy_Bliss=3.05, Synergy_Loewe=0.386, Synergy_HSA=3.75. (2) Drug 1: CC1=C(C=C(C=C1)NC2=NC=CC(=N2)N(C)C3=CC4=NN(C(=C4C=C3)C)C)S(=O)(=O)N.Cl. Drug 2: CNC(=O)C1=CC=CC=C1SC2=CC3=C(C=C2)C(=NN3)C=CC4=CC=CC=N4. Cell line: SNB-19. Synergy scores: CSS=5.86, Synergy_ZIP=1.05, Synergy_Bliss=2.25, Synergy_Loewe=-1.66, Synergy_HSA=0.796. (3) Synergy scores: CSS=15.5, Synergy_ZIP=-2.50, Synergy_Bliss=6.45, Synergy_Loewe=-0.214, Synergy_HSA=4.13. Drug 2: C1=CC=C(C=C1)NC(=O)CCCCCCC(=O)NO. Drug 1: C1CN1P(=S)(N2CC2)N3CC3. Cell line: KM12. (4) Drug 1: CC1=C2C(C(=O)C3(C(CC4C(C3C(C(C2(C)C)(CC1OC(=O)C(C(C5=CC=CC=C5)NC(=O)OC(C)(C)C)O)O)OC(=O)C6=CC=CC=C6)(CO4)OC(=O)C)OC)C)OC. Drug 2: CN(C)C1=NC(=NC(=N1)N(C)C)N(C)C. Cell line: OVCAR-4. Synergy scores: CSS=20.5, Synergy_ZIP=-6.47, Synergy_Bliss=-11.4, Synergy_Loewe=-69.6, Synergy_HSA=-14.0. (5) Drug 1: CC1=C(C(=CC=C1)Cl)NC(=O)C2=CN=C(S2)NC3=CC(=NC(=N3)C)N4CCN(CC4)CCO. Drug 2: C1CC(=O)NC(=O)C1N2C(=O)C3=CC=CC=C3C2=O. Cell line: ACHN. Synergy scores: CSS=20.8, Synergy_ZIP=-6.99, Synergy_Bliss=-2.06, Synergy_Loewe=-50.7, Synergy_HSA=-2.08. (6) Drug 1: CC1=C2C(C(=O)C3(C(CC4C(C3C(C(C2(C)C)(CC1OC(=O)C(C(C5=CC=CC=C5)NC(=O)OC(C)(C)C)O)O)OC(=O)C6=CC=CC=C6)(CO4)OC(=O)C)O)C)O. Drug 2: CN1C2=C(C=C(C=C2)N(CCCl)CCCl)N=C1CCCC(=O)O.Cl. Cell line: HS 578T. Synergy scores: CSS=6.03, Synergy_ZIP=-2.03, Synergy_Bliss=1.13, Synergy_Loewe=1.82, Synergy_HSA=-0.0805.